From a dataset of Human liver microsome stability data. Regression/Classification. Given a drug SMILES string, predict its absorption, distribution, metabolism, or excretion properties. Task type varies by dataset: regression for continuous measurements (e.g., permeability, clearance, half-life) or binary classification for categorical outcomes (e.g., BBB penetration, CYP inhibition). Dataset: hlm. The drug is CCCOC(=O)N[C@H]1CCCCCC=C[C@@H]2C[C@@]2(C(=O)NS(=O)(=O)C2CC2)NC(=O)[C@@H]2C[C@@H](Oc3cc(OCC)nc4c(C)c(OC)ccc34)CN2C1=O. The result is 1 (stable in human liver microsomes).